Dataset: Full USPTO retrosynthesis dataset with 1.9M reactions from patents (1976-2016). Task: Predict the reactants needed to synthesize the given product. (1) Given the product [C:10]([NH:9][C:6]1[CH:7]=[CH:8][C:3]([O:2][CH3:1])=[C:4]([CH:15]2[CH2:20][CH2:19][N:18]([C:54]([O:58][C:34]([CH3:23])([CH3:35])[CH3:39])=[O:71])[CH2:17][CH2:16]2)[CH:5]=1)(=[O:14])[CH:11]([CH3:13])[CH3:12], predict the reactants needed to synthesize it. The reactants are: [CH3:1][O:2][C:3]1[CH:8]=[CH:7][C:6]([NH:9][C:10](=[O:14])[CH:11]([CH3:13])[CH3:12])=[CH:5][C:4]=1[CH:15]1[CH2:20][CH2:19][NH:18][CH2:17][CH2:16]1.FC1C=CC(N[C:23](=O)[CH:34]([CH3:39])[CH3:35])=C[C:23]=1[CH:34]1[CH2:39]CNC[CH2:35]1.FC1C=CC(C2CCNCC2)=CC=1N[C:54](=[O:58])C(C)C.FC1C=CC(NC(=[O:71])CCC)=CC=1C1CCNCC1.FC1C=CC(C2CCNCC2)=CC=1NC(=O)CCC.COC1C=CC(NC(=O)CCC)=CC=1C1CCNCC1. (2) Given the product [Cl:1][C:2]1[CH:3]=[C:4]([C:10]2[CH:11]=[C:12]3[C:17](=[CH:18][CH:19]=2)[N:16]=[CH:15][C:14]([C:20]([CH:22]2[CH2:24][CH2:23]2)=[O:21])=[C:13]3[NH:25][C@H:26]2[CH2:31][CH2:30][C@H:29]([NH:32][CH3:33])[CH2:28][CH2:27]2)[CH:5]=[C:6]([F:9])[C:7]=1[OH:8], predict the reactants needed to synthesize it. The reactants are: [Cl:1][C:2]1[CH:3]=[C:4]([C:10]2[CH:11]=[C:12]3[C:17](=[CH:18][CH:19]=2)[N:16]=[CH:15][C:14]([C:20]([CH:22]2[CH2:24][CH2:23]2)=[O:21])=[C:13]3[NH:25][C@H:26]2[CH2:31][CH2:30][C@H:29]([N:32](C)[C:33](=O)OC(C)(C)C)[CH2:28][CH2:27]2)[CH:5]=[C:6]([F:9])[C:7]=1[OH:8].C(O)(C(F)(F)F)=O.